Dataset: Full USPTO retrosynthesis dataset with 1.9M reactions from patents (1976-2016). Task: Predict the reactants needed to synthesize the given product. (1) The reactants are: [Br:1][C:2]1[CH:3]=[C:4]([C:8]([OH:10])=[O:9])[S:5][C:6]=1Br.C([O-])([O-])=O.[K+].[K+].CC1(C)COB([C:24]2[N:28]([CH3:29])[N:27]=[CH:26][CH:25]=2)OC1. Given the product [Br:1][C:2]1[CH:3]=[C:4]([C:8]([OH:10])=[O:9])[S:5][C:6]=1[C:24]1[N:28]([CH3:29])[N:27]=[CH:26][CH:25]=1, predict the reactants needed to synthesize it. (2) The reactants are: [CH:1]1([C:5]2[C:26]([C:27]3[NH:31][C:30]([CH3:32])=[N:29][N:28]=3)=[CH:25][C:8]([C:9]([N:11]3[CH2:16][CH2:15][CH:14]([C:17]4[CH:24]=[CH:23][C:20]([C:21]#[N:22])=[CH:19][CH:18]=4)[CH2:13][CH2:12]3)=[O:10])=[C:7]([CH3:33])[CH:6]=2)[CH2:4][CH2:3][CH2:2]1.Cl.[F:35]C1(C2C=CC(C#N)=CC=2)CCNCC1.Cl. Given the product [CH:1]1([C:5]2[C:26]([C:27]3[NH:31][C:30]([CH3:32])=[N:29][N:28]=3)=[CH:25][C:8]([C:9]([N:11]3[CH2:12][CH2:13][C:14]([C:17]4[CH:24]=[CH:23][C:20]([C:21]#[N:22])=[CH:19][CH:18]=4)([F:35])[CH2:15][CH2:16]3)=[O:10])=[C:7]([CH3:33])[CH:6]=2)[CH2:4][CH2:3][CH2:2]1, predict the reactants needed to synthesize it.